From a dataset of Forward reaction prediction with 1.9M reactions from USPTO patents (1976-2016). Predict the product of the given reaction. (1) Given the reactants [F:1][C:2]1[CH:7]=[CH:6][CH:5]=[CH:4][C:3]=1[N:8]1[C:13]2[CH:14]=[CH:15][CH:16]=[CH:17][C:12]=2[CH2:11][CH2:10][S:9]1(=[O:19])=[O:18].C[Si](C)(C)[N-][Si](C)(C)C.[Li+].Br[CH2:31][CH2:32][CH2:33][Cl:34], predict the reaction product. The product is: [Cl:34][CH2:33][CH2:32][CH2:31][CH:10]1[S:9](=[O:19])(=[O:18])[N:8]([C:3]2[CH:4]=[CH:5][CH:6]=[CH:7][C:2]=2[F:1])[C:13]2[CH:14]=[CH:15][CH:16]=[CH:17][C:12]=2[CH2:11]1. (2) Given the reactants [Cl:1][C:2]1[CH:7]=[CH:6][C:5]([C:8]2[C:12]3[CH:13]=[CH:14][C:15]([C:17]#[C:18][CH2:19][OH:20])=[CH:16][C:11]=3[S:10][N:9]=2)=[CH:4][CH:3]=1, predict the reaction product. The product is: [Cl:1][C:2]1[CH:3]=[CH:4][C:5]([C:8]2[C:12]3[CH:13]=[CH:14][C:15]([CH2:17][CH2:18][CH2:19][OH:20])=[CH:16][C:11]=3[S:10][N:9]=2)=[CH:6][CH:7]=1. (3) The product is: [C:1]([C:3]1[CH:8]=[CH:7][C:6]([N:9]2[C:17]3[C:12](=[CH:13][C:14]([C:18]#[C:19][CH2:20][CH2:21][CH2:22][O:23][S:25]([CH3:24])(=[O:27])=[O:26])=[CH:15][CH:16]=3)[CH:11]=[CH:10]2)=[CH:5][CH:4]=1)#[CH:2]. Given the reactants [C:1]([C:3]1[CH:8]=[CH:7][C:6]([N:9]2[C:17]3[C:12](=[CH:13][C:14]([C:18]#[C:19][CH2:20][CH2:21][CH2:22][OH:23])=[CH:15][CH:16]=3)[CH:11]=[CH:10]2)=[CH:5][CH:4]=1)#[CH:2].[CH3:24][S:25](Cl)(=[O:27])=[O:26], predict the reaction product.